From a dataset of Human liver microsome stability data. Regression/Classification. Given a drug SMILES string, predict its absorption, distribution, metabolism, or excretion properties. Task type varies by dataset: regression for continuous measurements (e.g., permeability, clearance, half-life) or binary classification for categorical outcomes (e.g., BBB penetration, CYP inhibition). Dataset: hlm. The molecule is CCN(CC)CCCCN=C(C)Nc1ccnc2cc(Cl)ccc12. The result is 0 (unstable in human liver microsomes).